This data is from NCI-60 drug combinations with 297,098 pairs across 59 cell lines. The task is: Regression. Given two drug SMILES strings and cell line genomic features, predict the synergy score measuring deviation from expected non-interaction effect. (1) Drug 2: C1=CN(C(=O)N=C1N)C2C(C(C(O2)CO)O)O.Cl. Synergy scores: CSS=31.1, Synergy_ZIP=-11.7, Synergy_Bliss=-3.47, Synergy_Loewe=-23.9, Synergy_HSA=0.00704. Cell line: OVCAR3. Drug 1: CN1CCC(CC1)COC2=C(C=C3C(=C2)N=CN=C3NC4=C(C=C(C=C4)Br)F)OC. (2) Drug 1: C1=C(C(=O)NC(=O)N1)N(CCCl)CCCl. Drug 2: CC=C1C(=O)NC(C(=O)OC2CC(=O)NC(C(=O)NC(CSSCCC=C2)C(=O)N1)C(C)C)C(C)C. Cell line: UACC-257. Synergy scores: CSS=66.9, Synergy_ZIP=2.60, Synergy_Bliss=1.53, Synergy_Loewe=-19.6, Synergy_HSA=3.01. (3) Drug 1: C1CC(=O)NC(=O)C1N2CC3=C(C2=O)C=CC=C3N. Drug 2: CCC1=C2CN3C(=CC4=C(C3=O)COC(=O)C4(CC)O)C2=NC5=C1C=C(C=C5)O. Cell line: BT-549. Synergy scores: CSS=26.6, Synergy_ZIP=-1.69, Synergy_Bliss=0.194, Synergy_Loewe=-15.6, Synergy_HSA=0.457. (4) Drug 1: CN(C)C1=NC(=NC(=N1)N(C)C)N(C)C. Drug 2: CC12CCC3C(C1CCC2OP(=O)(O)O)CCC4=C3C=CC(=C4)OC(=O)N(CCCl)CCCl.[Na+]. Cell line: NCIH23. Synergy scores: CSS=-1.82, Synergy_ZIP=-0.842, Synergy_Bliss=-2.66, Synergy_Loewe=-3.26, Synergy_HSA=-3.14. (5) Drug 1: CCC1(CC2CC(C3=C(CCN(C2)C1)C4=CC=CC=C4N3)(C5=C(C=C6C(=C5)C78CCN9C7C(C=CC9)(C(C(C8N6C=O)(C(=O)OC)O)OC(=O)C)CC)OC)C(=O)OC)O.OS(=O)(=O)O. Drug 2: COC1=NC(=NC2=C1N=CN2C3C(C(C(O3)CO)O)O)N. Cell line: DU-145. Synergy scores: CSS=14.2, Synergy_ZIP=3.36, Synergy_Bliss=5.58, Synergy_Loewe=-0.194, Synergy_HSA=2.79. (6) Drug 1: CN1CCC(CC1)COC2=C(C=C3C(=C2)N=CN=C3NC4=C(C=C(C=C4)Br)F)OC. Drug 2: COC1=C2C(=CC3=C1OC=C3)C=CC(=O)O2. Cell line: HOP-92. Synergy scores: CSS=6.56, Synergy_ZIP=-2.19, Synergy_Bliss=2.27, Synergy_Loewe=-12.7, Synergy_HSA=-0.108. (7) Drug 1: C1CC(=O)NC(=O)C1N2CC3=C(C2=O)C=CC=C3N. Drug 2: COCCOC1=C(C=C2C(=C1)C(=NC=N2)NC3=CC=CC(=C3)C#C)OCCOC.Cl. Cell line: NCI/ADR-RES. Synergy scores: CSS=5.57, Synergy_ZIP=-3.51, Synergy_Bliss=-1.80, Synergy_Loewe=3.68, Synergy_HSA=1.24. (8) Drug 1: CNC(=O)C1=CC=CC=C1SC2=CC3=C(C=C2)C(=NN3)C=CC4=CC=CC=N4. Drug 2: CC1=CC=C(C=C1)C2=CC(=NN2C3=CC=C(C=C3)S(=O)(=O)N)C(F)(F)F. Cell line: MDA-MB-231. Synergy scores: CSS=-5.55, Synergy_ZIP=1.88, Synergy_Bliss=-2.22, Synergy_Loewe=-5.84, Synergy_HSA=-6.11.